This data is from Reaction yield outcomes from USPTO patents with 853,638 reactions. The task is: Predict the reaction yield, written as a fraction of the theoretical maximum amount of product (1.0 means a 100% yield; for example, 0.34 means a 34% yield). (1) The reactants are CO[C:3](=[O:25])[C:4]1[CH:9]=[CH:8][C:7]([O:10][CH2:11][C:12]2[C:13]([C:18]3[CH:23]=[CH:22][C:21]([Cl:24])=[CH:20][CH:19]=3)=[N:14][O:15][C:16]=2[CH3:17])=[N:6][CH:5]=1.COC(=O)C1C=CC(OCC2C(C3C=CC=C(F)C=3)=NOC=2C)=NC=1.[NH:51]1[CH2:56][CH2:55][O:54][CH2:53][CH2:52]1. No catalyst specified. The product is [Cl:24][C:21]1[CH:22]=[CH:23][C:18]([C:13]2[C:12]([CH2:11][O:10][C:7]3[N:6]=[CH:5][C:4]([C:3]([N:51]4[CH2:56][CH2:55][O:54][CH2:53][CH2:52]4)=[O:25])=[CH:9][CH:8]=3)=[C:16]([CH3:17])[O:15][N:14]=2)=[CH:19][CH:20]=1. The yield is 0.850. (2) The reactants are [Cl:1][C:2]1[CH:7]=[C:6]([C:8]2[O:12][C:11]([CH3:13])=[C:10]([CH:14]([NH:19][C:20]3[CH:28]=[CH:27][C:23]([C:24](O)=[O:25])=[CH:22][CH:21]=3)[CH2:15][CH:16]([CH3:18])[CH3:17])[CH:9]=2)[CH:5]=[CH:4][N:3]=1.[CH3:29][NH:30][CH2:31][CH2:32][C:33]([O:35]CC)=[O:34].Cl.C(N=C=NCCCN(C)C)C.O.OC1C2N=NNC=2C=CC=1. The catalyst is CN(C)C=O.C(OCC)(=O)C.C(N(CC)CC)C. The product is [Cl:1][C:2]1[CH:7]=[C:6]([C:8]2[O:12][C:11]([CH3:13])=[C:10]([CH:14]([NH:19][C:20]3[CH:28]=[CH:27][C:23]([C:24]([N:30]([CH3:29])[CH2:31][CH2:32][C:33]([OH:35])=[O:34])=[O:25])=[CH:22][CH:21]=3)[CH2:15][CH:16]([CH3:17])[CH3:18])[CH:9]=2)[CH:5]=[CH:4][N:3]=1. The yield is 0.960. (3) The product is [NH2:1][C:2]1[C:11]2[C:6](=[CH:7][CH:8]=[CH:9][C:10]=2[O:12][CH2:13][C:14]([CH3:21])([CH3:22])[C:15]([NH:17][CH:18]([CH3:20])[CH3:19])=[O:16])[N:5]=[C:4]([CH3:23])[C:3]=1[C:24]([OH:26])=[O:25]. The catalyst is CCO. The yield is 0.890. The reactants are [NH2:1][C:2]1[C:11]2[C:6](=[CH:7][CH:8]=[CH:9][C:10]=2[O:12][CH2:13][C:14]([CH3:22])([CH3:21])[C:15]([NH:17][CH:18]([CH3:20])[CH3:19])=[O:16])[N:5]=[C:4]([CH3:23])[C:3]=1[C:24]([O:26]CC)=[O:25].[OH-].[Na+].Cl. (4) The reactants are [Br:1][C:2]1[CH:10]=[CH:9][CH:8]=[C:7]2[C:3]=1[C:4]([C:14]1[C:22]([OH:23])=[CH:21][C:17]3[O:18][CH2:19][O:20][C:16]=3[CH:15]=1)([CH2:12]O)[C:5](=[O:11])[NH:6]2.ClC1C=CC(Cl)=C2C=1C(C1C(O)=CC3OCOC=3C=1)(CO)C(=O)N2CCCCC. No catalyst specified. The product is [Br:1][C:2]1[CH:10]=[CH:9][CH:8]=[C:7]2[C:3]=1[C:4]1([C:14]3=[CH:15][C:16]4[O:20][CH2:19][O:18][C:17]=4[CH:21]=[C:22]3[O:23][CH2:12]1)[C:5](=[O:11])[NH:6]2. The yield is 0.710. (5) The reactants are [C:1]([O:7][C:8]1[C:9]([CH3:18])=[C:10]2[N:15]([CH:16]=1)[N:14]=[CH:13][NH:12][C:11]2=O)(=[O:6])[C:2]([CH3:5])([CH3:4])[CH3:3].P(Cl)(Cl)([Cl:21])=O.CCN(C(C)C)C(C)C.C1(C)C=CC=CC=1. The catalyst is C(OCC)(=O)C.O. The product is [C:1]([O:7][C:8]1[C:9]([CH3:18])=[C:10]2[N:15]([CH:16]=1)[N:14]=[CH:13][N:12]=[C:11]2[Cl:21])(=[O:6])[C:2]([CH3:5])([CH3:4])[CH3:3]. The yield is 0.780. (6) The reactants are [O:1]1[CH2:6][CH2:5][N:4]([C:7]([C:9]2[CH:14]=[CH:13][CH:12]=[CH:11][C:10]=2[NH:15][C:16]([CH:18]2[CH2:27][CH2:26][C:25]3[C:20](=[C:21]([NH2:30])[CH:22]=[CH:23][C:24]=3[O:28][CH3:29])[CH2:19]2)=[O:17])=[O:8])[CH2:3][CH2:2]1.Cl.Cl[CH2:33][CH2:34][N:35]([CH2:37][CH2:38]Cl)[CH3:36].C(=O)([O-])O.[Na+].[OH-].[NH4+]. The catalyst is C(O)CCC. The product is [O:1]1[CH2:6][CH2:5][N:4]([C:7]([C:9]2[CH:14]=[CH:13][CH:12]=[CH:11][C:10]=2[NH:15][C:16]([CH:18]2[CH2:27][CH2:26][C:25]3[C:20](=[C:21]([N:30]4[CH2:38][CH2:37][N:35]([CH3:36])[CH2:34][CH2:33]4)[CH:22]=[CH:23][C:24]=3[O:28][CH3:29])[CH2:19]2)=[O:17])=[O:8])[CH2:3][CH2:2]1. The yield is 0.180.